Dataset: Forward reaction prediction with 1.9M reactions from USPTO patents (1976-2016). Task: Predict the product of the given reaction. (1) Given the reactants [F:1][C:2]1[CH:7]=[C:6]([S:8]([CH3:11])(=[O:10])=[O:9])[CH:5]=[CH:4][C:3]=1[NH:12][C:13]1[CH:18]=[C:17]([O:19][CH:20]2[CH2:25][CH2:24][NH:23][CH2:22][CH2:21]2)[N:16]=[CH:15][N:14]=1.Cl[C:27]([O:29][CH:30]([CH3:32])[CH3:31])=[O:28], predict the reaction product. The product is: [CH:30]([O:29][C:27]([N:23]1[CH2:22][CH2:21][CH:20]([O:19][C:17]2[CH:18]=[C:13]([NH:12][C:3]3[CH:4]=[CH:5][C:6]([S:8]([CH3:11])(=[O:10])=[O:9])=[CH:7][C:2]=3[F:1])[N:14]=[CH:15][N:16]=2)[CH2:25][CH2:24]1)=[O:28])([CH3:32])[CH3:31]. (2) The product is: [OH:17][CH2:18][CH2:19][CH2:20][NH:21][C:13]([C:4]1[C:5]2[C:10](=[CH:9][C:8]([O:11][CH3:12])=[CH:7][CH:6]=2)[N:2]([CH3:1])[C:3]=1[CH3:16])=[O:15]. Given the reactants [CH3:1][N:2]1[C:10]2[C:5](=[CH:6][CH:7]=[C:8]([O:11][CH3:12])[CH:9]=2)[C:4]([C:13]([OH:15])=O)=[C:3]1[CH3:16].[OH:17][CH2:18][CH2:19][CH2:20][NH2:21].C(Cl)(=O)C(Cl)=O.CNC(C1C2C(=CC(OC)=CC=2)N(C)C=1C)=O, predict the reaction product. (3) Given the reactants [CH3:1][N:2]1[CH:6]=[C:5]([C:7]2[CH:12]=[CH:11][CH:10]=[CH:9][CH:8]=2)[N:4]=[C:3]1[CH:13]=[O:14].[Cl:15]N1C(=O)CCC1=O, predict the reaction product. The product is: [Cl:15][C:6]1[N:2]([CH3:1])[C:3]([CH:13]=[O:14])=[N:4][C:5]=1[C:7]1[CH:12]=[CH:11][CH:10]=[CH:9][CH:8]=1. (4) Given the reactants O=[CH:2][C:3]1[CH:11]=[CH:10][C:8]([OH:9])=[C:5]([O:6][CH3:7])[CH:4]=1.[F:12][C:13]([F:24])([F:23])[C:14]1[N:19]=[CH:18][C:17]([CH2:20][C:21]#[N:22])=[CH:16][CH:15]=1.N1CCCCC1, predict the reaction product. The product is: [OH:9][C:8]1[CH:10]=[CH:11][C:3](/[CH:2]=[C:20](/[C:17]2[CH:18]=[N:19][C:14]([C:13]([F:24])([F:12])[F:23])=[CH:15][CH:16]=2)\[C:21]#[N:22])=[CH:4][C:5]=1[O:6][CH3:7]. (5) Given the reactants BrC[C:3]1[C:4](=[O:13])[NH:5][C:6]2[C:11]([CH:12]=1)=[CH:10][CH:9]=[CH:8][CH:7]=2.[C:14]([OH:20])(=[O:19])[CH2:15][C:16]([OH:18])=[O:17].C(C(CC)C(N)=O)C.[O-]CC.[Na+], predict the reaction product. The product is: [C:14]([OH:20])(=[O:19])[CH2:15][C:16]([OH:18])=[O:17].[NH:5]1[C:6]2[C:11](=[CH:10][CH:9]=[CH:8][CH:7]=2)[CH:12]=[CH:3][C:4]1=[O:13]. (6) The product is: [N:1]1([C:6]([C:8]2[CH:9]=[C:10]([CH:15]=[CH:16][CH:17]=2)[C:11]([OH:13])=[O:12])=[O:7])[CH2:2][CH2:3][CH2:4][CH2:5]1. Given the reactants [N:1]1([C:6]([C:8]2[CH:9]=[C:10]([CH:15]=[CH:16][CH:17]=2)[C:11]([O:13]C)=[O:12])=[O:7])[CH2:5][CH2:4][CH2:3][CH2:2]1.[OH-].[Na+], predict the reaction product. (7) Given the reactants [F:1][C:2]1[CH:3]=[C:4]([C:20]([O:22]C)=O)[C:5]2[O:9][C:8]([C:10]3[CH:15]=[CH:14][C:13]([CH2:16][NH:17][CH3:18])=[CH:12][CH:11]=3)=[N:7][C:6]=2[CH:19]=1.O.[NH4+:25], predict the reaction product. The product is: [F:1][C:2]1[CH:3]=[C:4]([C:20]([NH2:25])=[O:22])[C:5]2[O:9][C:8]([C:10]3[CH:15]=[CH:14][C:13]([CH2:16][NH:17][CH3:18])=[CH:12][CH:11]=3)=[N:7][C:6]=2[CH:19]=1. (8) Given the reactants [O:1]1[CH2:6][CH2:5][CH2:4][CH2:3][CH:2]1[N:7]1[C:15]2[C:10](=[CH:11][C:12]([C:16]3[N:20]=[CH:19][N:18]([C:21]([C:34]4[CH:39]=[CH:38][CH:37]=[CH:36][CH:35]=4)([C:28]4[CH:33]=[CH:32][CH:31]=[CH:30][CH:29]=4)[C:22]4[CH:27]=[CH:26][CH:25]=[CH:24][CH:23]=4)[N:17]=3)=[CH:13][CH:14]=2)[C:9]([C:40]2[CH:41]=[C:42]([CH:47]=[CH:48][CH:49]=2)[C:43](OC)=[O:44])=[N:8]1.O.[OH-].[Li+].[CH2:53]1[C:61]2[C:56](=[CH:57][CH:58]=[CH:59][CH:60]=2)[C@H:55]([NH2:62])[C@@H:54]1[OH:63].O.ON1C2C=CC=CC=2N=N1.Cl.CN(C)CCCN=C=NCC, predict the reaction product. The product is: [OH:63][C@@H:54]1[CH2:53][C:61]2[C:56](=[CH:57][CH:58]=[CH:59][CH:60]=2)[C@@H:55]1[NH:62][C:43]([C:42]1[CH:47]=[CH:48][CH:49]=[C:40]([C:9]2[C:10]3[C:15](=[CH:14][CH:13]=[C:12]([C:16]4[N:20]=[CH:19][N:18]([C:21]([C:22]5[CH:27]=[CH:26][CH:25]=[CH:24][CH:23]=5)([C:34]5[CH:35]=[CH:36][CH:37]=[CH:38][CH:39]=5)[C:28]5[CH:33]=[CH:32][CH:31]=[CH:30][CH:29]=5)[N:17]=4)[CH:11]=3)[N:7]([CH:2]3[CH2:3][CH2:4][CH2:5][CH2:6][O:1]3)[N:8]=2)[CH:41]=1)=[O:44].